Predict the reaction yield, written as a fraction of the theoretical maximum amount of product (1.0 means a 100% yield; for example, 0.34 means a 34% yield). From a dataset of Reaction yield outcomes from USPTO patents with 853,638 reactions. (1) The reactants are Br[C:2]1[CH:3]=[C:4]([N+:9]([O-:11])=[O:10])[C:5]([CH3:8])=[N:6][CH:7]=1.[CH2:12]([NH:15][C:16](=[O:22])[O:17][C:18]([CH3:21])([CH3:20])[CH3:19])[C:13]#[CH:14]. The catalyst is Cl[Pd](Cl)([P](C1C=CC=CC=1)(C1C=CC=CC=1)C1C=CC=CC=1)[P](C1C=CC=CC=1)(C1C=CC=CC=1)C1C=CC=CC=1.[Cu]I. The product is [CH3:8][C:5]1[N:6]=[CH:7][C:2]([C:14]#[C:13][CH2:12][NH:15][C:16](=[O:22])[O:17][C:18]([CH3:20])([CH3:19])[CH3:21])=[CH:3][C:4]=1[N+:9]([O-:11])=[O:10]. The yield is 0.790. (2) The reactants are [C:1]([O:7][CH2:8][C:9]([F:15])([F:14])[S:10]([O-:13])(=[O:12])=[O:11])(=[O:6])[CH2:2][CH2:3][CH2:4][CH3:5].[Na+].[Cl-].[C:18]1([S+:24]([C:31]2[CH:36]=[CH:35][CH:34]=[CH:33][CH:32]=2)[C:25]2[CH:30]=[CH:29][CH:28]=[CH:27][CH:26]=2)[CH:23]=[CH:22][CH:21]=[CH:20][CH:19]=1. The catalyst is O. The product is [F:15][C:9]([F:14])([S:10]([O-:13])(=[O:12])=[O:11])[CH2:8][O:7][C:1](=[O:6])[CH2:2][CH2:3][CH2:4][CH3:5].[C:31]1([S+:24]([C:18]2[CH:19]=[CH:20][CH:21]=[CH:22][CH:23]=2)[C:25]2[CH:30]=[CH:29][CH:28]=[CH:27][CH:26]=2)[CH:32]=[CH:33][CH:34]=[CH:35][CH:36]=1. The yield is 0.640. (3) The reactants are [OH:1][CH:2]([C:5]1[CH:10]=[CH:9][CH:8]=[C:7]([N+:11]([O-:13])=[O:12])[CH:6]=1)[C:3]#N.C[OH:15].CC[O:18][CH2:19]C. No catalyst specified. The product is [CH3:19][O:18][C:3](=[O:15])[CH:2]([OH:1])[C:5]1[CH:10]=[CH:9][CH:8]=[C:7]([N+:11]([O-:13])=[O:12])[CH:6]=1. The yield is 0.760. (4) The yield is 0.320. The catalyst is CCO. The reactants are [NH2:1][C:2]1[CH:3]=[C:4]2[C:9](=[C:10]([C:12]([N:14]([CH3:16])[CH3:15])=[O:13])[CH:11]=1)[N:8]=[CH:7][C:6]([C:17]#[N:18])=[C:5]2[NH:19][C:20]1[CH:25]=[CH:24][CH:23]=[C:22]([Cl:26])[CH:21]=1.[N:27]1[CH:32]=[CH:31][CH:30]=[C:29]([CH:33]=O)[CH:28]=1.[BH3-]C#N.[Na+]. The product is [Cl:26][C:22]1[CH:21]=[C:20]([NH:19][C:5]2[C:4]3[C:9](=[C:10]([C:12]([N:14]([CH3:15])[CH3:16])=[O:13])[CH:11]=[C:2]([NH:1][CH2:33][C:29]4[CH:28]=[N:27][CH:32]=[CH:31][CH:30]=4)[CH:3]=3)[N:8]=[CH:7][C:6]=2[C:17]#[N:18])[CH:25]=[CH:24][CH:23]=1. (5) The reactants are COC(C1C=C(C)SC=1[NH:11][C:12](=[O:23])[C:13]1[CH:18]=[CH:17][C:16]([O:19][CH3:20])=[C:15]([O:21][CH3:22])[CH:14]=1)=O.NN. The product is [CH3:22][O:21][C:15]1[CH:14]=[C:13]([CH:18]=[CH:17][C:16]=1[O:19][CH3:20])[C:12]([NH2:11])=[O:23]. The yield is 0.500. The catalyst is C(O)C. (6) The reactants are [F:1][C:2]1[C:10]([C:11]2[CH:16]=[CH:15][C:14]([O:17][CH2:18][CH2:19][CH2:20][OH:21])=[CH:13][CH:12]=2)=[C:9]([F:22])[CH:8]=[C:7]2[C:3]=1[C:4]([CH:23]=[O:24])=[CH:5][NH:6]2.CC(=CC)C.Cl([O-])=[O:31].[Na+].P([O-])(O)(O)=O.[Na+]. The yield is 0.430. The catalyst is C(#N)C.C(O)(C)(C)C.O. The product is [F:1][C:2]1[C:10]([C:11]2[CH:12]=[CH:13][C:14]([O:17][CH2:18][CH2:19][CH2:20][OH:21])=[CH:15][CH:16]=2)=[C:9]([F:22])[CH:8]=[C:7]2[C:3]=1[C:4]([C:23]([OH:31])=[O:24])=[CH:5][NH:6]2. (7) The product is [N:16]1([C:2]2[CH:11]=[CH:10][C:9]3[C:4](=[CH:5][CH:6]=[C:7]([C:12]([F:13])([F:14])[F:15])[CH:8]=3)[N:3]=2)[CH2:21][CH2:20][NH:19][CH2:18][CH2:17]1. The reactants are C[C:2]1[CH:11]=[CH:10][C:9]2[C:4](=[CH:5][CH:6]=[C:7]([C:12]([F:15])([F:14])[F:13])[CH:8]=2)[N:3]=1.[NH:16]1[CH2:21][CH2:20][NH:19][CH2:18][CH2:17]1.C(=O)([O-])[O-].[K+].[K+]. The yield is 0.650. The catalyst is CN(C)C=O. (8) The reactants are [CH2:1]1[C:9]2[C:4](=[CH:5][CH:6]=[CH:7][CH:8]=2)[CH2:3][CH:2]1[NH2:10].[CH2:11]([O:18][C:19]1[CH:24]=[CH:23][N:22]([C:25]2[S:26][C:27]([C:31](O)=[O:32])=[C:28]([CH3:30])[N:29]=2)[C:21](=[O:34])[CH:20]=1)[C:12]1[CH:17]=[CH:16][CH:15]=[CH:14][CH:13]=1. No catalyst specified. The product is [CH2:11]([O:18][C:19]1[CH:24]=[CH:23][N:22]([C:25]2[S:26][C:27]([C:31]([NH:10][CH:2]3[CH2:3][C:4]4[C:9](=[CH:8][CH:7]=[CH:6][CH:5]=4)[CH2:1]3)=[O:32])=[C:28]([CH3:30])[N:29]=2)[C:21](=[O:34])[CH:20]=1)[C:12]1[CH:17]=[CH:16][CH:15]=[CH:14][CH:13]=1. The yield is 0.270. (9) The reactants are [C:1]([O:5][C:6](=[O:23])[NH:7][C:8]1[CH:13]=[CH:12][C:11]([Si](CC=C)(C)C)=[CH:10][C:9]=1[O:20][CH2:21][CH3:22])([CH3:4])([CH3:3])[CH3:2].B1C2CCCC1CCC2.C([O-])([O-])=O.[Na+].[Na+].[Al]. The catalyst is C1COCC1.C1C=CC([P]([Pd]([P](C2C=CC=CC=2)(C2C=CC=CC=2)C2C=CC=CC=2)([P](C2C=CC=CC=2)(C2C=CC=CC=2)C2C=CC=CC=2)[P](C2C=CC=CC=2)(C2C=CC=CC=2)C2C=CC=CC=2)(C2C=CC=CC=2)C2C=CC=CC=2)=CC=1. The product is [C:1]([O:5][C:6](=[O:23])[NH:7][C:8]1[CH:13]=[CH:12][CH:11]=[CH:10][C:9]=1[O:20][CH2:21][CH3:22])([CH3:4])([CH3:3])[CH3:2]. The yield is 0.800.